From a dataset of Full USPTO retrosynthesis dataset with 1.9M reactions from patents (1976-2016). Predict the reactants needed to synthesize the given product. (1) The reactants are: [CH:1]1([CH2:7][CH2:8][N:9]2[C:17]3[C:12](=[CH:13][C:14]([CH3:18])=[CH:15][CH:16]=3)[C:11]([CH2:19][CH2:20][NH:21][CH3:22])=[CH:10]2)[CH2:6][CH2:5][CH2:4][CH2:3][CH2:2]1.[C:23](O)(C(F)(F)F)=O.C=O. Given the product [CH:1]1([CH2:7][CH2:8][N:9]2[C:17]3[C:12](=[CH:13][C:14]([CH3:18])=[CH:15][CH:16]=3)[C:11]3[CH2:19][CH2:20][N:21]([CH3:23])[CH2:22][C:10]2=3)[CH2:6][CH2:5][CH2:4][CH2:3][CH2:2]1, predict the reactants needed to synthesize it. (2) Given the product [C:30]([O:29][C:25](=[O:28])/[CH:26]=[CH:27]/[C:16]1[CH:17]=[C:18]2[C:13](=[CH:14][CH:15]=1)[NH:12][C:11]1([CH2:23][CH2:24][N:8]([CH2:1][C:2]3[CH:7]=[CH:6][CH:5]=[CH:4][CH:3]=3)[CH2:9][CH2:10]1)[NH:20][C:19]2=[O:21])([CH3:33])([CH3:32])[CH3:31], predict the reactants needed to synthesize it. The reactants are: [CH2:1]([N:8]1[CH2:24][CH2:23][C:11]2([NH:20][C:19](=[O:21])[C:18]3[C:13](=[CH:14][CH:15]=[C:16](Br)[CH:17]=3)[NH:12]2)[CH2:10][CH2:9]1)[C:2]1[CH:7]=[CH:6][CH:5]=[CH:4][CH:3]=1.[C:25]([O:29][C:30]([CH3:33])([CH3:32])[CH3:31])(=[O:28])[CH:26]=[CH2:27].COC(=O)/C=C/C1C=C2C(=CC=1)OC1(CCN(C(OC(C)(C)C)=O)CC1)CC2=O. (3) The reactants are: C([N:8](CC1C=CC=CC=1)[C:9]1[CH:14]=[C:13]([F:15])[C:12]([NH:16][C:17]2[CH:22]=[CH:21][N:20]=[C:19]3[NH:23][CH:24]=[C:25]([CH3:26])[C:18]=23)=[C:11]([F:27])[CH:10]=1)C1C=CC=CC=1.Cl.[H][H]. Given the product [F:27][C:11]1[CH:10]=[C:9]([NH2:8])[CH:14]=[C:13]([F:15])[C:12]=1[NH:16][C:17]1[CH:22]=[CH:21][N:20]=[C:19]2[NH:23][CH:24]=[C:25]([CH3:26])[C:18]=12, predict the reactants needed to synthesize it. (4) Given the product [Br:18][CH:5]([C:6]1[CH:16]=[CH:15][CH:14]=[CH:13][C:7]=1[C:8]([O:10][CH2:11][CH3:12])=[O:9])[C:4]([O:3][CH2:1][CH3:2])=[O:17], predict the reactants needed to synthesize it. The reactants are: [CH2:1]([O:3][C:4](=[O:17])[CH2:5][C:6]1[CH:16]=[CH:15][CH:14]=[CH:13][C:7]=1[C:8]([O:10][CH2:11][CH3:12])=[O:9])[CH3:2].[Br:18]N1C(=O)CCC1=O. (5) Given the product [Br:19][C:20]1[C:21]([S:25]([NH:18][C:5]2[CH:4]=[CH:3][C:2]([F:1])=[C:7]([F:8])[C:6]=2[NH:9][C:10]2[CH:15]=[CH:14][C:13]([I:16])=[CH:12][C:11]=2[F:17])(=[O:27])=[O:26])=[CH:22][S:23][CH:24]=1, predict the reactants needed to synthesize it. The reactants are: [F:1][C:2]1[C:7]([F:8])=[C:6]([NH:9][C:10]2[CH:15]=[CH:14][C:13]([I:16])=[CH:12][C:11]=2[F:17])[C:5]([NH2:18])=[CH:4][CH:3]=1.[Br:19][C:20]1[C:21]([S:25](Cl)(=[O:27])=[O:26])=[CH:22][S:23][CH:24]=1.